Task: Predict which catalyst facilitates the given reaction.. Dataset: Catalyst prediction with 721,799 reactions and 888 catalyst types from USPTO (1) Reactant: [F:1][C:2]1[CH:13]=[CH:12][C:5]([C:6]([N:8]([O:10][CH3:11])[CH3:9])=[O:7])=[CH:4][C:3]=1[OH:14].[CH:15](I)([CH3:17])[CH3:16].C([O-])([O-])=O.[Cs+].[Cs+].CN(C=O)C. Product: [F:1][C:2]1[CH:13]=[CH:12][C:5]([C:6]([N:8]([O:10][CH3:11])[CH3:9])=[O:7])=[CH:4][C:3]=1[O:14][CH:15]([CH3:17])[CH3:16]. The catalyst class is: 34. (2) Reactant: [CH3:1][C:2]1[C:3]([CH2:9][N:10]([CH2:17][C:18]2[C:23]([C:24]([C:27]3[CH:32]=[CH:31][C:30]([F:33])=[CH:29][CH:28]=3)([CH3:26])[CH3:25])=[CH:22][CH:21]=[CH:20][N:19]=2)[CH:11]2[CH2:16][CH2:15][NH:14][CH2:13][CH2:12]2)=[N:4][CH:5]=[C:6]([CH3:8])[CH:7]=1.[C:34](N1C=CN=C1)([N:36]1[CH:40]=[CH:39][N:38]=[CH:37]1)=[O:35].C(NC(C)C)(C)C.NO.Cl. Product: [NH4+:4].[OH-:35].[CH3:1][C:2]1[C:3]([CH2:9][N:10]([CH2:17][C:18]2[C:23]([C:24]([C:27]3[CH:32]=[CH:31][C:30]([F:33])=[CH:29][CH:28]=3)([CH3:26])[CH3:25])=[CH:22][CH:21]=[CH:20][N:19]=2)[CH:11]2[CH2:12][CH2:13][N:14]([C:34]([N:36]3[CH:40]=[CH:39][N:38]=[CH:37]3)=[O:35])[CH2:15][CH2:16]2)=[N:4][CH:5]=[C:6]([CH3:8])[CH:7]=1. The catalyst class is: 118. (3) Reactant: [C:1]([C:3]1[C:12]2[C:7](=[CH:8][CH:9]=[C:10]([O:13][C:14]3[CH:19]=[CH:18][CH:17]=[C:16]([F:20])[CH:15]=3)[CH:11]=2)[C:6]([OH:21])=[C:5]([C:22](OC)=[O:23])[N:4]=1)#[N:2].[NH2:26][CH2:27][C:28]([CH3:35])([CH3:34])[C:29]([O:31][CH2:32][CH3:33])=[O:30]. The catalyst class is: 14. Product: [C:1]([C:3]1[C:12]2[C:7](=[CH:8][CH:9]=[C:10]([O:13][C:14]3[CH:19]=[CH:18][CH:17]=[C:16]([F:20])[CH:15]=3)[CH:11]=2)[C:6]([OH:21])=[C:5]([C:22]([NH:26][CH2:27][C:28]([CH3:35])([CH3:34])[C:29]([O:31][CH2:32][CH3:33])=[O:30])=[O:23])[N:4]=1)#[N:2]. (4) Reactant: [CH2:1]([NH:3][C:4]1[C:9]([N+:10]([O-])=O)=[CH:8][CH:7]=[CH:6][N:5]=1)[CH3:2].NN. Product: [CH2:1]([NH:3][C:4]1[C:9]([NH2:10])=[CH:8][CH:7]=[CH:6][N:5]=1)[CH3:2]. The catalyst class is: 29. (5) Reactant: [C:1]([C:9](=[CH:15]OCC)[C:10]([O:12][CH2:13][CH3:14])=[O:11])(=[O:8])[C:2]1[CH:7]=[CH:6][CH:5]=[CH:4][CH:3]=1.[F:19][C:20]([F:29])([F:28])[C:21]1[CH:27]=[CH:26][CH:25]=[CH:24][C:22]=1[NH2:23]. Product: [C:1]([C:9](=[CH:15][NH:23][C:22]1[CH:24]=[CH:25][CH:26]=[CH:27][C:21]=1[C:20]([F:19])([F:28])[F:29])[C:10]([O:12][CH2:13][CH3:14])=[O:11])(=[O:8])[C:2]1[CH:3]=[CH:4][CH:5]=[CH:6][CH:7]=1. The catalyst class is: 11. (6) Reactant: [C:1]([CH2:3][CH2:4][NH:5][C:6]1[CH:14]=[CH:13][C:12]([N+:15]([O-:17])=[O:16])=[CH:11][C:7]=1[C:8]([OH:10])=O)#[N:2].[CH2:18]([NH2:20])[CH3:19].CCN(C(C)C)C(C)C.CN(C(ON1N=NC2C=CC=NC1=2)=[N+](C)C)C.F[P-](F)(F)(F)(F)F. Product: [C:1]([CH2:3][CH2:4][NH:5][C:6]1[CH:14]=[CH:13][C:12]([N+:15]([O-:17])=[O:16])=[CH:11][C:7]=1[C:8]([NH:20][CH2:18][CH3:19])=[O:10])#[N:2]. The catalyst class is: 3. (7) Reactant: [CH3:1][N:2]1[CH2:14][CH2:13][C:5]2[NH:6][C:7]3[CH:8]=[CH:9][CH:10]=[CH:11][C:12]=3[C:4]=2[CH2:3]1.N1CCC[C@H]1C(O)=O.P([O-])([O-])([O-])=O.[K+].[K+].[K+].Br[CH:32]=[C:33]([C:35]1[CH:36]=[CH:37][C:38]([CH3:41])=[N:39][CH:40]=1)[CH3:34]. Product: [CH3:1][N:2]1[CH2:14][CH2:13][C:5]2[N:6](/[CH:32]=[C:33](/[C:35]3[CH:40]=[N:39][C:38]([CH3:41])=[CH:37][CH:36]=3)\[CH3:34])[C:7]3[CH:8]=[CH:9][CH:10]=[CH:11][C:12]=3[C:4]=2[CH2:3]1. The catalyst class is: 122. (8) Product: [Br:1][C:2]1[CH:7]=[CH:6][C:5]([C:8]2[C:41]([Cl:42])=[CH:40][C:11]3[NH:12][C:13]([O:15][C@H:16]4[CH2:25][O:24][C@H:23]([CH2:22][OH:21])[C@@H:18]([OH:19])[CH2:17]4)=[N:14][C:10]=3[CH:9]=2)=[CH:4][CH:3]=1. The catalyst class is: 25. Reactant: [Br:1][C:2]1[CH:7]=[CH:6][C:5]([C:8]2[C:41]([Cl:42])=[CH:40][C:11]3[N:12](COCC[Si](C)(C)C)[C:13]([O:15][C@H:16]4[CH2:25][O:24][C@H:23]5[C@@H:18]([O:19]C(C6C=CC=CC=6)[O:21][CH2:22]5)[CH2:17]4)=[N:14][C:10]=3[CH:9]=2)=[CH:4][CH:3]=1.C(O)=O.S([O-])(O)(=O)=O.[K+].[OH-].[Na+].[NH4+].[Cl-].